Dataset: Forward reaction prediction with 1.9M reactions from USPTO patents (1976-2016). Task: Predict the product of the given reaction. (1) Given the reactants [CH:1]1([CH:6]([OH:8])[CH3:7])[CH2:5][CH2:4][CH2:3][CH2:2]1.[H-].[Na+].Cl[C:12]1[CH:13]=[CH:14][C:15]2[CH2:16][N:17]([C:23]([O:25][C:26]([CH3:29])([CH3:28])[CH3:27])=[O:24])[CH2:18][CH2:19][O:20][C:21]=2[N:22]=1.O, predict the reaction product. The product is: [CH:1]1([CH:6]([O:8][C:12]2[CH:13]=[CH:14][C:15]3[CH2:16][N:17]([C:23]([O:25][C:26]([CH3:29])([CH3:28])[CH3:27])=[O:24])[CH2:18][CH2:19][O:20][C:21]=3[N:22]=2)[CH3:7])[CH2:5][CH2:4][CH2:3][CH2:2]1. (2) Given the reactants [C:1]([N:5]1[C:13]2[C:8](=[CH:9][C:10]([N:14]3[CH2:18][C@H:17]([CH2:19][NH:20][C:21](=[O:23])[CH3:22])[O:16][C:15]3=[O:24])=[CH:11][CH:12]=2)[CH2:7][CH:6]1[CH3:25])(=[O:4])[CH2:2][OH:3], predict the reaction product. The product is: [C:1]([N:5]1[C:13]2[C:8](=[CH:9][C:10]([N:14]3[CH2:18][C@H:17]([CH2:19][NH:20][C:21](=[O:23])[CH3:22])[O:16][C:15]3=[O:24])=[CH:11][CH:12]=2)[CH2:7][C@H:6]1[CH3:25])(=[O:4])[CH2:2][OH:3]. (3) Given the reactants Cl[C:2]1[N:7]=[C:6]([C:8]2[S:12][C:11]([CH:13]([CH3:15])[CH3:14])=[N:10][C:9]=2[C:16]2[CH:17]=[CH:18][C:19]([F:34])=[C:20]([NH:22][S:23]([C:26]3[CH:31]=[C:30]([F:32])[CH:29]=[CH:28][C:27]=3[F:33])(=[O:25])=[O:24])[CH:21]=2)[CH:5]=[CH:4][N:3]=1.[O:35]1[CH2:40][CH2:39][CH:38]([NH2:41])[CH2:37][CH2:36]1, predict the reaction product. The product is: [F:33][C:27]1[CH:28]=[CH:29][C:30]([F:32])=[CH:31][C:26]=1[S:23]([NH:22][C:20]1[CH:21]=[C:16]([C:9]2[N:10]=[C:11]([CH:13]([CH3:15])[CH3:14])[S:12][C:8]=2[C:6]2[CH:5]=[CH:4][N:3]=[C:2]([NH:41][CH:38]3[CH2:39][CH2:40][O:35][CH2:36][CH2:37]3)[N:7]=2)[CH:17]=[CH:18][C:19]=1[F:34])(=[O:25])=[O:24]. (4) Given the reactants [CH3:1][O:2][CH2:3][CH2:4][CH2:5][C:6]1[CH:15]=[C:14]([C:16](OCCC)=[O:17])[C:13]2[C:8](=[CH:9][CH:10]=[CH:11][CH:12]=2)[N:7]=1.CC(C[AlH]CC(C)C)C, predict the reaction product. The product is: [CH3:1][O:2][CH2:3][CH2:4][CH2:5][C:6]1[CH:15]=[C:14]([CH2:16][OH:17])[C:13]2[C:8](=[CH:9][CH:10]=[CH:11][CH:12]=2)[N:7]=1. (5) Given the reactants [CH2:1]1[C:9]2[C:4](=[CH:5][CH:6]=[CH:7][CH:8]=2)[CH2:3][CH:2]1[NH2:10].Cl[C:12]1[C:13]2[C:20]([CH3:21])=[CH:19][S:18][C:14]=2[N:15]=[CH:16][N:17]=1.CCN(CC)CC, predict the reaction product. The product is: [CH2:1]1[C:9]2[C:4](=[CH:5][CH:6]=[CH:7][CH:8]=2)[CH2:3][CH:2]1[NH:10][C:12]1[C:13]2[C:20]([CH3:21])=[CH:19][S:18][C:14]=2[N:15]=[CH:16][N:17]=1. (6) Given the reactants [C:1]1([CH2:7][CH2:8][C:9]([OH:11])=O)[CH:6]=[CH:5][CH:4]=[CH:3][CH:2]=1.Cl[C:13]1[C:14]2[C:21]3([CH2:29][C:28]4[C:23](=[CH:24][CH:25]=[C:26]([N+:30]([O-])=O)[CH:27]=4)[CH2:22]3)[C:20](=[O:33])[NH:19][C:15]=2[N:16]=[CH:17]N=1.[CH2:34](Cl)CCl.C1C=CC2N(O)N=NC=2C=1.C(N(CC)C(C)C)(C)C, predict the reaction product. The product is: [O:33]=[C:20]1[NH:19][C:15]2=[N:16][CH:17]=[CH:34][CH:13]=[C:14]2[C:21]21[CH2:29][C:28]1[C:23](=[CH:24][CH:25]=[C:26]([NH:30][C:9](=[O:11])[CH2:8][CH2:7][C:1]3[CH:2]=[CH:3][CH:4]=[CH:5][CH:6]=3)[CH:27]=1)[CH2:22]2. (7) The product is: [Cl:1][C:2]1[CH:3]=[CH:4][C:5]2[N:11]3[CH:12]=[CH:13][CH:14]=[C:10]3[C@H:9]([CH2:15][C:16]([NH:18][CH2:19][C:20]([OH:22])=[O:21])=[O:17])[O:8][C@@H:7]([C:24]3[CH:29]=[CH:28][CH:27]=[C:26]([O:30][CH3:31])[C:25]=3[O:32][CH3:33])[C:6]=2[CH:34]=1. Given the reactants [Cl:1][C:2]1[CH:3]=[CH:4][C:5]2[N:11]3[CH:12]=[CH:13][CH:14]=[C:10]3[C@H:9]([CH2:15][C:16]([NH:18][CH2:19][C:20]([O:22]C)=[O:21])=[O:17])[O:8][C@@H:7]([C:24]3[CH:29]=[CH:28][CH:27]=[C:26]([O:30][CH3:31])[C:25]=3[O:32][CH3:33])[C:6]=2[CH:34]=1.C(=O)([O-])[O-].[K+].[K+].Cl.C(OCC)(=O)C, predict the reaction product. (8) Given the reactants Cl.Cl.[NH2:3][CH2:4][CH2:5][CH2:6][CH2:7][CH2:8][CH2:9][CH2:10][CH2:11][CH2:12][N:13]1[CH2:18][CH2:17][CH:16]([O:19][C:20](=[O:34])[NH:21][C:22]2[CH:27]=[CH:26][CH:25]=[CH:24][C:23]=2[C:28]2[CH:33]=[CH:32][CH:31]=[CH:30][CH:29]=2)[CH2:15][CH2:14]1.[F:35][C:36]1[CH:37]=[CH:38][C:39]([OH:45])=[C:40]([CH:44]=1)[C:41](O)=[O:42], predict the reaction product. The product is: [F:35][C:36]1[CH:37]=[CH:38][C:39]([OH:45])=[C:40]([CH:44]=1)[C:41]([NH:3][CH2:4][CH2:5][CH2:6][CH2:7][CH2:8][CH2:9][CH2:10][CH2:11][CH2:12][N:13]1[CH2:18][CH2:17][CH:16]([O:19][C:20](=[O:34])[NH:21][C:22]2[CH:27]=[CH:26][CH:25]=[CH:24][C:23]=2[C:28]2[CH:33]=[CH:32][CH:31]=[CH:30][CH:29]=2)[CH2:15][CH2:14]1)=[O:42]. (9) Given the reactants [CH3:1][N:2]([CH3:26])[CH2:3][CH2:4][N:5]([CH3:25])[C:6]1[S:7][C:8]2[CH:14]=[CH:13][CH:12]=[C:11]([NH:15][C:16](=[O:24])[C:17]3[CH:22]=[CH:21][C:20](I)=[CH:19][CH:18]=3)[C:9]=2[N:10]=1.[Cl:27][C:28]1[C:33]([Cl:34])=[CH:32][CH:31]=[CH:30][C:29]=1B(O)O, predict the reaction product. The product is: [CH3:1][N:2]([CH3:26])[CH2:3][CH2:4][N:5]([CH3:25])[C:6]1[S:7][C:8]2[CH:9]=[C:11]([NH:15][C:16]([C:17]3[CH:22]=[CH:21][C:20]([C:32]4[CH:31]=[CH:30][CH:29]=[C:28]([Cl:27])[C:33]=4[Cl:34])=[CH:19][CH:18]=3)=[O:24])[CH:12]=[CH:13][C:14]=2[N:10]=1.